From a dataset of Reaction yield outcomes from USPTO patents with 853,638 reactions. Predict the reaction yield, written as a fraction of the theoretical maximum amount of product (1.0 means a 100% yield; for example, 0.34 means a 34% yield). (1) The reactants are BrBr.[BH4-].[Na+].[CH3:5][O:6][C:7]1[CH:8]=[C:9]([CH:16]([C:21](OC)=[O:22])[C:17](OC)=[O:18])[CH:10]=[CH:11][C:12]=1[N+:13]([O-:15])=[O:14].Cl. The catalyst is COCCOC.CCOC(C)=O. The product is [CH3:5][O:6][C:7]1[CH:8]=[C:9]([CH:16]([CH2:21][OH:22])[CH2:17][OH:18])[CH:10]=[CH:11][C:12]=1[N+:13]([O-:15])=[O:14]. The yield is 0.480. (2) The reactants are [Br:1][C:2]1[CH:3]=[C:4]([NH:13][CH:14]2[CH2:19][CH2:18][N:17]([CH3:20])[CH2:16][CH2:15]2)[C:5]([CH3:12])=[C:6]([CH:11]=1)[C:7]([O:9][CH3:10])=[O:8].[C:21](=O)([O-])[O-].[Cs+].[Cs+].CI. The catalyst is C(#N)C. The product is [Br:1][C:2]1[CH:3]=[C:4]([N:13]([CH3:21])[CH:14]2[CH2:19][CH2:18][N:17]([CH3:20])[CH2:16][CH2:15]2)[C:5]([CH3:12])=[C:6]([CH:11]=1)[C:7]([O:9][CH3:10])=[O:8]. The yield is 0.800.